Dataset: Catalyst prediction with 721,799 reactions and 888 catalyst types from USPTO. Task: Predict which catalyst facilitates the given reaction. (1) Reactant: C[O:2][C:3](=O)[CH2:4][C:5]1([CH3:11])[CH2:10][CH2:9][CH2:8][CH2:7][CH2:6]1.[H-].[H-].[H-].[H-].[Li+].[Al+3]. Product: [CH3:11][C:5]1([CH2:4][CH2:3][OH:2])[CH2:10][CH2:9][CH2:8][CH2:7][CH2:6]1. The catalyst class is: 7. (2) Reactant: [H-].[Al+3].[Li+].[H-].[H-].[H-].C[O:8][C:9](=O)[C@@H:10]([CH2:16][CH2:17][CH3:18])[NH:11][C:12](=O)[CH2:13][CH3:14].[OH-].[Na+]. Product: [CH2:12]([NH:11][C@@H:10]([CH2:9][OH:8])[CH2:16][CH2:17][CH3:18])[CH2:13][CH3:14]. The catalyst class is: 7. (3) Reactant: C[O:2][CH:3](OC)[C:4]1[CH:5]=[C:6]([CH:24]=[CH:25][C:26]=1[N+:27]([O-:29])=[O:28])[O:7][C:8]1[CH:9]=[C:10]([NH:14][S:15]([C:18]2[CH:23]=[CH:22][CH:21]=[CH:20][CH:19]=2)(=[O:17])=[O:16])[CH:11]=[CH:12][CH:13]=1.Cl. Product: [CH:3]([C:4]1[CH:5]=[C:6]([CH:24]=[CH:25][C:26]=1[N+:27]([O-:29])=[O:28])[O:7][C:8]1[CH:9]=[C:10]([NH:14][S:15]([C:18]2[CH:23]=[CH:22][CH:21]=[CH:20][CH:19]=2)(=[O:17])=[O:16])[CH:11]=[CH:12][CH:13]=1)=[O:2]. The catalyst class is: 20. (4) Product: [OH:3][CH:4]([C:6]1[CH:11]=[CH:10][C:9]([S:12]([NH2:15])(=[O:14])=[O:13])=[CH:8][CH:7]=1)[CH2:5][NH:2][CH3:1]. The catalyst class is: 5. Reactant: [CH3:1][NH2:2].[O:3]1[CH2:5][CH:4]1[C:6]1[CH:11]=[CH:10][C:9]([S:12]([NH2:15])(=[O:14])=[O:13])=[CH:8][CH:7]=1.